The task is: Predict which catalyst facilitates the given reaction.. This data is from Catalyst prediction with 721,799 reactions and 888 catalyst types from USPTO. Reactant: [C:1]1([C:34]2[CH:39]=[CH:38][CH:37]=[CH:36][CH:35]=2)[CH:6]=[CH:5][C:4]([CH2:7][C@@H:8]([NH:19][C:20]([C:22]2[N:23]=[N:24][N:25](CC3C=CC=CC=3)[N:26]=2)=[O:21])[CH2:9][C@@H:10]([CH3:18])[C:11]([NH:13][S:14]([CH3:17])(=[O:16])=[O:15])=[O:12])=[CH:3][CH:2]=1. Product: [C:1]1([C:34]2[CH:39]=[CH:38][CH:37]=[CH:36][CH:35]=2)[CH:6]=[CH:5][C:4]([CH2:7][C@@H:8]([NH:19][C:20]([C:22]2[N:23]=[N:24][NH:25][N:26]=2)=[O:21])[CH2:9][C@@H:10]([CH3:18])[C:11]([NH:13][S:14]([CH3:17])(=[O:16])=[O:15])=[O:12])=[CH:3][CH:2]=1. The catalyst class is: 515.